Dataset: Full USPTO retrosynthesis dataset with 1.9M reactions from patents (1976-2016). Task: Predict the reactants needed to synthesize the given product. (1) Given the product [CH:15]1([N:12]2[CH2:13][CH2:14][N:9]([C:7]3[S:8][C:4]4[CH:3]=[C:2]([C:23]#[N:24])[CH:21]=[CH:20][C:5]=4[N:6]=3)[CH2:10][CH2:11]2)[CH2:19][CH2:18][CH2:17][CH2:16]1, predict the reactants needed to synthesize it. The reactants are: Br[C:2]1[CH:21]=[CH:20][C:5]2[N:6]=[C:7]([N:9]3[CH2:14][CH2:13][N:12]([CH:15]4[CH2:19][CH2:18][CH2:17][CH2:16]4)[CH2:11][CH2:10]3)[S:8][C:4]=2[CH:3]=1.[Cu][C:23]#[N:24]. (2) Given the product [CH:1]1[C:10]2[C:5](=[CH:6][CH:7]=[CH:8][CH:9]=2)[CH:4]=[CH:3][C:2]=1[C:11]1[C:24]2[C:19](=[CH:20][CH:21]=[CH:22][CH:23]=2)[C:18]([C:29]2[CH:30]=[C:31]3[C:40](=[CH:41][CH:42]=2)[C:39]([C:43]([OH:45])=[O:44])=[CH:38][C:37]2[CH:36]=[CH:35][CH:34]=[CH:33][C:32]3=2)=[C:17]2[C:12]=1[CH:13]=[CH:14][CH:15]=[CH:16]2, predict the reactants needed to synthesize it. The reactants are: [CH:1]1[C:10]2[C:5](=[CH:6][CH:7]=[CH:8][CH:9]=2)[CH:4]=[CH:3][C:2]=1[C:11]1[C:24]2[C:19](=[CH:20][CH:21]=[CH:22][CH:23]=2)[C:18](B(O)O)=[C:17]2[C:12]=1[CH:13]=[CH:14][CH:15]=[CH:16]2.Br[C:29]1[CH:30]=[C:31]2[C:40](=[CH:41][CH:42]=1)[C:39]([C:43]([OH:45])=[O:44])=[CH:38][C:37]1[CH:36]=[CH:35][CH:34]=[CH:33][C:32]2=1.C([O-])([O-])=O.[Na+].[Na+].N#N. (3) The reactants are: [CH2:1]([O:3][C:4](=[O:24])[CH2:5][NH:6][CH2:7][CH2:8][NH:9][S:10]([C:13]1[S:14][C:15]([C:18]2[CH:23]=[CH:22][CH:21]=[CH:20][CH:19]=2)=[N:16][N:17]=1)(=[O:12])=[O:11])[CH3:2].[N:25]1([CH2:34][C:35](O)=[O:36])[CH:33]=[C:31]([CH3:32])[C:29](=[O:30])[NH:28][C:26]1=[O:27]. Given the product [CH2:1]([O:3][C:4](=[O:24])[CH2:5][N:6]([CH2:7][CH2:8][NH:9][S:10]([C:13]1[S:14][C:15]([C:18]2[CH:19]=[CH:20][CH:21]=[CH:22][CH:23]=2)=[N:16][N:17]=1)(=[O:12])=[O:11])[C:35](=[O:36])[CH2:34][N:25]1[CH:33]=[C:31]([CH3:32])[C:29](=[O:30])[NH:28][C:26]1=[O:27])[CH3:2], predict the reactants needed to synthesize it. (4) Given the product [CH3:18][O:2][C:1](=[O:3])[CH2:4][C:5]1[CH:13]=[CH:12][C:8]([C:9]([OH:11])=[O:10])=[CH:7][CH:6]=1, predict the reactants needed to synthesize it. The reactants are: [C:1]([CH2:4][C:5]1[CH:13]=[CH:12][C:8]([C:9]([OH:11])=[O:10])=[CH:7][CH:6]=1)([OH:3])=[O:2].S(Cl)(Cl)=O.[CH3:18]O. (5) The reactants are: CN(C)C=O.Br[C:7]1[CH:12]=[CH:11][C:10]([C@@H:13]([N:15]2[CH2:20][CH2:19][C@:18]([CH2:27][C:28]([OH:31])([CH3:30])[CH3:29])([C:21]3[CH:26]=[CH:25][CH:24]=[CH:23][CH:22]=3)[O:17][C:16]2=[O:32])[CH3:14])=[CH:9][CH:8]=1.[C:33]([O:37][C:38]([N:40]1[CH2:45][CH:44]=[C:43](B2OC(C)(C)C(C)(C)O2)[CH2:42][CH2:41]1)=[O:39])([CH3:36])([CH3:35])[CH3:34].C([O-])([O-])=O.[K+].[K+]. Given the product [C:33]([O:37][C:38]([N:40]1[CH2:41][CH:42]=[C:43]([C:7]2[CH:12]=[CH:11][C:10]([C@@H:13]([N:15]3[CH2:20][CH2:19][C@:18]([CH2:27][C:28]([OH:31])([CH3:29])[CH3:30])([C:21]4[CH:26]=[CH:25][CH:24]=[CH:23][CH:22]=4)[O:17][C:16]3=[O:32])[CH3:14])=[CH:9][CH:8]=2)[CH2:44][CH2:45]1)=[O:39])([CH3:36])([CH3:34])[CH3:35], predict the reactants needed to synthesize it.